From a dataset of Full USPTO retrosynthesis dataset with 1.9M reactions from patents (1976-2016). Predict the reactants needed to synthesize the given product. (1) Given the product [CH3:1][C:2]1[CH:3]=[CH:4][C:5]([C:8]2[O:12][N:11]=[CH:10][C:9]=2[C:13]([N:19]2[CH2:20][CH2:21][NH:16][C:17](=[O:22])[CH2:18]2)=[O:15])=[CH:6][CH:7]=1, predict the reactants needed to synthesize it. The reactants are: [CH3:1][C:2]1[CH:7]=[CH:6][C:5]([C:8]2[O:12][N:11]=[CH:10][C:9]=2[C:13]([OH:15])=O)=[CH:4][CH:3]=1.[NH:16]1[CH2:21][CH2:20][NH:19][CH2:18][C:17]1=[O:22]. (2) Given the product [N:18]1([C:23]([O:9][C@@H:7]([C:1]2[CH:6]=[CH:5][CH:4]=[CH:3][CH:2]=2)[CH3:8])=[O:24])[CH:19]=[CH:20][N:21]=[CH:17]1, predict the reactants needed to synthesize it. The reactants are: [C:1]1([C@H:7]([OH:9])[CH3:8])[CH:6]=[CH:5][CH:4]=[CH:3][CH:2]=1.C([C:17]1[NH:18][CH:19]=[CH:20][N:21]=1)([C:17]1[NH:18][CH:19]=[CH:20][N:21]=1)=O.C[CH2:23][O:24]C(C)=O. (3) Given the product [C:1]1([S:7]([CH2:10][C:11]2[C:16]([C:17]([O:19][CH3:20])=[O:18])=[C:15]([O:21][CH3:22])[C:14]([CH2:32][CH3:33])=[CH:13][CH:12]=2)(=[O:9])=[O:8])[CH:6]=[CH:5][CH:4]=[CH:3][CH:2]=1, predict the reactants needed to synthesize it. The reactants are: [C:1]1([S:7]([CH2:10][C:11]2[C:16]([C:17]([O:19][CH3:20])=[O:18])=[C:15]([O:21][CH3:22])[C:14](Br)=[CH:13][CH:12]=2)(=[O:9])=[O:8])[CH:6]=[CH:5][CH:4]=[CH:3][CH:2]=1.P([O-])([O-])([O-])=O.[K+].[K+].[K+].[CH2:32]1COC[CH2:33]1.